Dataset: Forward reaction prediction with 1.9M reactions from USPTO patents (1976-2016). Task: Predict the product of the given reaction. (1) Given the reactants [CH2:1]([O:4][CH2:5][CH2:6][N:7]([C@@H:15]1[C@@H:19]([C:20]2[CH:25]=[CH:24][CH:23]=[CH:22][CH:21]=2)[CH2:18][N:17]([S:26]([C:29]2[N:30]=[CH:31][N:32]([CH3:34])[CH:33]=2)(=[O:28])=[O:27])[CH2:16]1)C(=O)OC(C)(C)C)[CH:2]=[CH2:3].[H][H], predict the reaction product. The product is: [CH3:34][N:32]1[CH:33]=[C:29]([S:26]([N:17]2[CH2:18][C@H:19]([C:20]3[CH:25]=[CH:24][CH:23]=[CH:22][CH:21]=3)[C@@H:15]([NH:7][CH2:6][CH2:5][O:4][CH2:1][CH2:2][CH3:3])[CH2:16]2)(=[O:27])=[O:28])[N:30]=[CH:31]1. (2) Given the reactants [C:1]([C:3]1[CH:8]=[CH:7][C:6]([N:9]([CH2:14][CH:15]2[CH2:17][CH2:16]2)[CH2:10][C:11]([OH:13])=O)=[CH:5][C:4]=1[C:18]([F:21])([F:20])[F:19])#[N:2].[C:22]1([C@H:28]([NH2:30])[CH3:29])[CH:27]=[CH:26][CH:25]=[CH:24][CH:23]=1, predict the reaction product. The product is: [C:1]([C:3]1[CH:8]=[CH:7][C:6]([N:9]([CH2:14][CH:15]2[CH2:17][CH2:16]2)[CH2:10][C:11]([NH:30][C@@H:28]([C:22]2[CH:27]=[CH:26][CH:25]=[CH:24][CH:23]=2)[CH3:29])=[O:13])=[CH:5][C:4]=1[C:18]([F:21])([F:20])[F:19])#[N:2]. (3) Given the reactants Cl[C:2]1[C:3]2[CH:11]=[C:10]([CH3:12])[O:9][C:4]=2[N:5]=[C:6]([CH3:8])[N:7]=1.[CH3:13][O:14][C:15]1[CH:16]=[C:17]2[C:21](=[CH:22][CH:23]=1)[NH:20][CH2:19][CH2:18]2, predict the reaction product. The product is: [CH3:13][O:14][C:15]1[CH:16]=[C:17]2[C:21](=[CH:22][CH:23]=1)[N:20]([C:2]1[C:3]3[CH:11]=[C:10]([CH3:12])[O:9][C:4]=3[N:5]=[C:6]([CH3:8])[N:7]=1)[CH2:19][CH2:18]2. (4) The product is: [F:31][C:30]([F:33])([F:32])[C:28]([OH:34])=[O:29].[F:27][C:2]([F:1])([F:26])[C:3]1[CH:8]=[CH:7][CH:6]=[CH:5][C:4]=1[CH2:9][NH:10][C:11]([CH:13]1[CH2:18][CH2:17][NH:16][CH2:15][CH2:14]1)=[O:12]. Given the reactants [F:1][C:2]([F:27])([F:26])[C:3]1[CH:8]=[CH:7][CH:6]=[CH:5][C:4]=1[CH2:9][NH:10][C:11]([CH:13]1[CH2:18][CH2:17][N:16](C(OC(C)(C)C)=O)[CH2:15][CH2:14]1)=[O:12].[C:28]([OH:34])([C:30]([F:33])([F:32])[F:31])=[O:29], predict the reaction product.